Task: Predict the reaction yield, written as a fraction of the theoretical maximum amount of product (1.0 means a 100% yield; for example, 0.34 means a 34% yield).. Dataset: Reaction yield outcomes from USPTO patents with 853,638 reactions The reactants are [Cl:1][C:2]1[N:7]=[C:6]([NH:8][CH2:9][C@@H:10]2[CH2:15][CH2:14][CH2:13][N:12]([C:16]([O:18][C:19]([CH3:22])([CH3:21])[CH3:20])=[O:17])[CH2:11]2)[C:5](I)=[CH:4][N:3]=1.[Cl:24][C:25]1[CH:30]=[CH:29][CH:28]=[CH:27][C:26]=1[C:31]#[CH:32].CCN(C(C)C)C(C)C. The catalyst is CN(C=O)C.CCOC(C)=O.[Cu]I.C1C=CC([P]([Pd]([P](C2C=CC=CC=2)(C2C=CC=CC=2)C2C=CC=CC=2)([P](C2C=CC=CC=2)(C2C=CC=CC=2)C2C=CC=CC=2)[P](C2C=CC=CC=2)(C2C=CC=CC=2)C2C=CC=CC=2)(C2C=CC=CC=2)C2C=CC=CC=2)=CC=1. The product is [Cl:1][C:2]1[N:7]=[C:6]([NH:8][CH2:9][C@@H:10]2[CH2:15][CH2:14][CH2:13][N:12]([C:16]([O:18][C:19]([CH3:22])([CH3:21])[CH3:20])=[O:17])[CH2:11]2)[C:5]([C:32]#[C:31][C:26]2[CH:27]=[CH:28][CH:29]=[CH:30][C:25]=2[Cl:24])=[CH:4][N:3]=1. The yield is 0.780.